Task: Predict which catalyst facilitates the given reaction.. Dataset: Catalyst prediction with 721,799 reactions and 888 catalyst types from USPTO (1) Reactant: [OH:1][C:2]1[CH:9]=[CH:8][C:5]([C:6]#[N:7])=[CH:4][CH:3]=1.C1(P(C2C=CC=CC=2)C2C=CC=CC=2)C=CC=CC=1.CCOC(/N=N/C(OCC)=O)=O.[CH2:41]([C:43]1[C:47]([O:48][C:49]2[CH:50]=[C:51]([CH:54]=[C:55]([F:57])[CH:56]=2)[C:52]#[N:53])=[C:46]([CH2:58][CH2:59]O)[NH:45][N:44]=1)[CH3:42]. Product: [C:6]([C:5]1[CH:8]=[CH:9][C:2]([O:1][CH2:42][CH2:41][C:43]2[NH:44][N:45]=[C:46]([CH2:58][CH3:59])[C:47]=2[O:48][C:49]2[CH:50]=[C:51]([CH:54]=[C:55]([F:57])[CH:56]=2)[C:52]#[N:53])=[CH:3][CH:4]=1)#[N:7]. The catalyst class is: 7. (2) Reactant: C[O:2][C:3]1[CH:4]=[C:5]([NH:11][C:12](=[O:32])[C:13]2[CH:18]=[CH:17][CH:16]=[CH:15][C:14]=2[NH:19][C:20](=[O:31])[C:21]2[CH:26]=[CH:25][C:24]([C:27]([CH3:30])([CH3:29])[CH3:28])=[CH:23][CH:22]=2)[CH:6]=[C:7]([O:9][CH3:10])[CH:8]=1.B(Br)(Br)Br.C(=O)(O)[O-].[Na+]. Product: [OH:2][C:3]1[CH:4]=[C:5]([NH:11][C:12](=[O:32])[C:13]2[CH:18]=[CH:17][CH:16]=[CH:15][C:14]=2[NH:19][C:20](=[O:31])[C:21]2[CH:22]=[CH:23][C:24]([C:27]([CH3:28])([CH3:29])[CH3:30])=[CH:25][CH:26]=2)[CH:6]=[C:7]([O:9][CH3:10])[CH:8]=1. The catalyst class is: 4. (3) Reactant: [CH2:1]([NH2:9])[CH2:2][CH2:3][CH2:4][CH2:5][CH2:6][CH2:7][CH3:8].[C:10]1([N:16]=[C:17]=[O:18])[CH:15]=[CH:14][CH:13]=[CH:12][CH:11]=1. Product: [CH2:1]([NH:9][C:17]([NH:16][C:10]1[CH:15]=[CH:14][CH:13]=[CH:12][CH:11]=1)=[O:18])[CH2:2][CH2:3][CH2:4][CH2:5][CH2:6][CH2:7][CH3:8]. The catalyst class is: 1. (4) Reactant: CC(C)([O-])C.[K+].CO[C:9](=[O:21])[C:10]([C:12]1[C:20]2[C:15](=[CH:16][CH:17]=[CH:18][CH:19]=2)[NH:14][CH:13]=1)=O.[CH3:22][N:23]([CH2:25][C:26]1[CH:34]=[CH:33][C:32]2[N:28]([C:29]([CH2:36][C:37]([NH2:39])=[O:38])=[C:30]([CH3:35])[CH:31]=2)[CH:27]=1)[CH3:24].[NH4+].[Cl-]. The catalyst class is: 765. Product: [CH3:22][N:23]([CH2:25][C:26]1[CH:34]=[CH:33][C:32]2[N:28]([C:29]([C:36]3[C:37](=[O:38])[NH:39][C:9](=[O:21])[C:10]=3[C:12]3[C:20]4[C:15](=[CH:16][CH:17]=[CH:18][CH:19]=4)[NH:14][CH:13]=3)=[C:30]([CH3:35])[CH:31]=2)[CH:27]=1)[CH3:24]. (5) Reactant: C([O:4][C:5]1[CH:14]=[CH:13][C:12]2[C:7](=[C:8]([NH:17][C:18]([NH:20][C:21]3[CH:26]=[CH:25][C:24]([CH2:27][CH2:28][CH3:29])=[CH:23][CH:22]=3)=[O:19])[C:9]([Cl:16])=[CH:10][C:11]=2[Cl:15])[CH:6]=1)(=O)C.C(=O)([O-])[O-].[K+].[K+]. The catalyst class is: 5. Product: [Cl:16][C:9]1[CH:10]=[C:11]([Cl:15])[C:12]2[C:7](=[CH:6][C:5]([OH:4])=[CH:14][CH:13]=2)[C:8]=1[NH:17][C:18]([NH:20][C:21]1[CH:26]=[CH:25][C:24]([CH2:27][CH2:28][CH3:29])=[CH:23][CH:22]=1)=[O:19]. (6) The catalyst class is: 3. Product: [CH2:1]([C:5]1[C:6]([C:18]2[CH:23]=[CH:22][CH:21]=[CH:20][CH:19]=2)=[C:7]([O:17][C:27]2[CH:34]=[CH:33][C:30]([CH:31]=[O:32])=[CH:29][CH:28]=2)[C:8]2[C:13]([CH:14]=1)=[CH:12][C:11]([O:15][CH3:16])=[CH:10][CH:9]=2)[CH2:2][CH2:3][CH3:4]. Reactant: [CH2:1]([C:5]1[C:6]([C:18]2[CH:23]=[CH:22][CH:21]=[CH:20][CH:19]=2)=[C:7]([OH:17])[C:8]2[C:13]([CH:14]=1)=[CH:12][C:11]([O:15][CH3:16])=[CH:10][CH:9]=2)[CH2:2][CH2:3][CH3:4].[H-].[Na+].F[C:27]1[CH:34]=[CH:33][C:30]([CH:31]=[O:32])=[CH:29][CH:28]=1. (7) Reactant: [C:1]([C:4]1[CH:15]=[CH:14][C:7]([CH:8]=[N:9][NH:10][C:11](=[S:13])[NH2:12])=[C:6]([NH2:16])[CH:5]=1)(=[O:3])[CH3:2].Br[CH2:18][C:19]([C:21]1[CH:26]=[CH:25][CH:24]=[C:23]([Cl:27])[CH:22]=1)=O. Product: [NH2:16][C:6]1[CH:5]=[C:4]([C:1](=[O:3])[CH3:2])[CH:15]=[CH:14][C:7]=1[CH:8]=[N:9][NH:10][C:11]1[S:13][CH:18]=[C:19]([C:21]2[CH:26]=[CH:25][CH:24]=[C:23]([Cl:27])[CH:22]=2)[N:12]=1. The catalyst class is: 1. (8) Reactant: Cl.[NH2:2][CH2:3][C:4]1[C:9]([CH2:10][CH3:11])=[N:8][C:7]2[N:12]([CH2:15][CH3:16])[N:13]=[CH:14][C:6]=2[C:5]=1[NH:17][CH:18]1[CH2:23][CH2:22][O:21][CH2:20][CH2:19]1.[CH2:24]([O:26][C:27](=[O:32])[CH2:28][C:29](O)=[O:30])[CH3:25].CN(C(ON1N=NC2C=CC=CC1=2)=[N+](C)C)C.F[P-](F)(F)(F)(F)F.CCN(CC)CC. Product: [CH2:15]([N:12]1[C:7]2=[N:8][C:9]([CH2:10][CH3:11])=[C:4]([CH2:3][NH:2][C:29](=[O:30])[CH2:28][C:27]([O:26][CH2:24][CH3:25])=[O:32])[C:5]([NH:17][CH:18]3[CH2:19][CH2:20][O:21][CH2:22][CH2:23]3)=[C:6]2[CH:14]=[N:13]1)[CH3:16]. The catalyst class is: 2. (9) Reactant: C([O-])([O-])=O.[Na+].[Na+].[C:7]([O:11][C:12]([N:14]1[CH2:21][CH2:20][C:19]2([CH3:25])[C:22]([CH3:24])([CH3:23])[CH:15]1[CH2:16][C:17]1[CH:29]=[C:28](OS(C(F)(F)F)(=O)=O)[CH:27]=[CH:26][C:18]=12)=[O:13])([CH3:10])([CH3:9])[CH3:8].[C:38]1(B(O)O)[CH:43]=[CH:42][CH:41]=[CH:40][CH:39]=1. Product: [C:7]([O:11][C:12]([N:14]1[CH2:21][CH2:20][C:19]2([CH3:25])[C:22]([CH3:23])([CH3:24])[CH:15]1[CH2:16][C:17]1[CH:29]=[C:28]([C:38]3[CH:43]=[CH:42][CH:41]=[CH:40][CH:39]=3)[CH:27]=[CH:26][C:18]=12)=[O:13])([CH3:10])([CH3:8])[CH3:9]. The catalyst class is: 9.